Predict the reactants needed to synthesize the given product. From a dataset of Retrosynthesis with 50K atom-mapped reactions and 10 reaction types from USPTO. (1) Given the product O=S(=O)(Nc1cccc(-c2nnn[nH]2)c1)c1ccc(-c2cccc(C(F)(F)F)c2)s1, predict the reactants needed to synthesize it. The reactants are: O=S(=O)(Nc1cccc(-c2nnn[nH]2)c1)c1ccc(Br)s1.OB(O)c1cccc(C(F)(F)F)c1. (2) The reactants are: CCOC(=O)C1CC1C(O)c1ccc2[nH]cc(C#N)c2c1. Given the product CCOC(=O)C1CC1Cc1ccc2[nH]cc(C#N)c2c1, predict the reactants needed to synthesize it.